This data is from Drug-target binding data from BindingDB using IC50 measurements. The task is: Regression. Given a target protein amino acid sequence and a drug SMILES string, predict the binding affinity score between them. We predict pIC50 (pIC50 = -log10(IC50 in M); higher means more potent). Dataset: bindingdb_ic50. (1) The small molecule is C[C@]12CCC3[C@@H](CC=C4C[C@@H](O)CC[C@@]43C)C1CC=C2c1cccnc1. The target protein (Q2XVA1) has sequence MWELVALLLLTLAYLFWPKRRCPGAKYPKSLLSLPLVGSLPFLPRHGHMHNNFFKLQKKYGPIYSVRMGTKTTVIVGHHQLAKEVLIKKGKDFSGRPQVTTLDILSNNRKGIAFADYGAHWQLHRRLAMATFALFKDGDQKLEKIICQEISTLCDMLATHNGQTIDISFPVFVAITNVISLICFNISYKNGDPELKIVHNYNEGIIDSLGKESLVDLFPWLKVFPNKTLEKLKRHVKTRNDLLTKIFENYKEKFHSDSITNMLDVLMQAKMNSDNGNAGPDQDSELLSDNHILTTIGDIFGAGVETTTSVVKWIVAFLLHNPQVKKKLYEEIDQNVGFSRTPTISDRNRLLLLEATIREVLRIRPVAPMLIPHKANVDSSIGEFAVDKGTHVIINLWALHHNEKEWHQPDQFMPERFLNPAGTQLISPSLSYLPFGAGPRSCIGEILARQELFLIMAWLLQRFDLEVPDDGQLPSLEGNPKVVFLIDSFKVKIKVRQAWR.... The pIC50 is 8.7. (2) The compound is CC(NC(=O)C=Cc1ccc2c(c1)OCO2)P(=O)(O)CC(CCC(=O)O)C(=O)O. The target protein (P14900) has sequence MADYQGKNVVIIGLGLTGLSCVDFFLARGVTPRVMDTRMTPPGLDKLPEAVERHTGSLNDEWLMAADLIVASPGIALAHPSLSAAADAGIEIVGDIELFCREAQAPIVAITGSNGKSTVTTLVGEMAKAAGVNVGVGGNIGLPALMLLDDECELYVLELSSFQLETTSSLQAVAATILNVTEDHMDRYPFGLQQYRAAKLRIYENAKVCVVNADDALTMPIRGADERCVSFGVNMGDYHLNHQQGETWLRVKGEKVLNVKEMKLSGQHNYTNALAALALADAAGLPRASSLKALTTFTGLPHRFEVVLEHNGVRWINDSKATNVGSTEAALNGLHVDGTLHLLLGGDGKSADFSPLARYLNGDNVRLYCFGRDGAQLAALRPEVAEQTETMEQAMRLLAPRVQPGDMVLLSPACASLDQFKNFEQRGNEFARLAKELG. The pIC50 is 4.0.